Dataset: Reaction yield outcomes from USPTO patents with 853,638 reactions. Task: Predict the reaction yield, written as a fraction of the theoretical maximum amount of product (1.0 means a 100% yield; for example, 0.34 means a 34% yield). (1) The reactants are [N:1]1([CH2:10][CH2:11][OH:12])[C:9]2[C:4](=[CH:5][CH:6]=[CH:7][CH:8]=2)[CH2:3][CH2:2]1.[C:13]1([CH3:23])[CH:18]=[CH:17][C:16]([S:19](Cl)(=[O:21])=[O:20])=[CH:15][CH:14]=1.CCN(CC)CC. The catalyst is C1COCC1. The product is [CH3:23][C:13]1[CH:18]=[CH:17][C:16]([S:19]([O:12][CH2:11][CH2:10][N:1]2[C:9]3[C:4](=[CH:5][CH:6]=[CH:7][CH:8]=3)[CH2:3][CH2:2]2)(=[O:21])=[O:20])=[CH:15][CH:14]=1. The yield is 0.370. (2) The reactants are Br[C:2]1[CH:7]=[CH:6][C:5]([C:8]([CH3:13])([CH3:12])[C:9]([OH:11])=[O:10])=[CH:4][CH:3]=1.[CH:14]1C=CC(P(C2C=CC=CC=2)C2C=CC=CC=2)=C[CH:15]=1.C([B-](F)(F)F)=C.[K+].C(=O)([O-])[O-].[K+].[K+]. The catalyst is C(O)CC.C([O-])(=O)C.[Pd+2].C([O-])(=O)C. The product is [CH:14]([C:2]1[CH:7]=[CH:6][C:5]([C:8]([CH3:13])([CH3:12])[C:9]([OH:11])=[O:10])=[CH:4][CH:3]=1)=[CH2:15]. The yield is 0.930. (3) The reactants are [F:1][C:2]1[C:7]([F:8])=[CH:6][CH:5]=[C:4]([C:9]([NH:11][O:12][CH2:13][CH2:14][OH:15])=[O:10])[C:3]=1[NH:16][C:17]1[CH:26]=[CH:25][C:20]([C:21]([O:23]C)=[O:22])=[CH:19][CH:18]=1.[OH-].[Na+].Cl. The catalyst is C(O)C. The product is [F:1][C:2]1[C:7]([F:8])=[CH:6][CH:5]=[C:4]([C:9]([NH:11][O:12][CH2:13][CH2:14][OH:15])=[O:10])[C:3]=1[NH:16][C:17]1[CH:26]=[CH:25][C:20]([C:21]([OH:23])=[O:22])=[CH:19][CH:18]=1. The yield is 0.570. (4) The reactants are [N+:1]([C:4]1[CH:5]=[C:6]([C:22]([C:24]2[CH:39]=[CH:38][CH:37]=[CH:36][C:25]=2[C:26]([O:28][CH2:29]C2C=CC=CC=2)=[O:27])=[O:23])[CH:7]=[CH:8][C:9]=1[NH:10][CH2:11][C:12](=[O:21])OCC1C=CC=CC=1)([O-])=O.C[Si](C=[N+]=[N-])(C)C.CCCCCC. The catalyst is O1CCCC1.C(OCC)(=O)C.C1(CO)C=CC=CC=1. The product is [O:21]=[C:12]1[NH:1][C:4]2[C:9](=[CH:8][CH:7]=[C:6]([C:22]([C:24]3[CH:39]=[CH:38][CH:37]=[CH:36][C:25]=3[C:26]([O:28][CH3:29])=[O:27])=[O:23])[CH:5]=2)[NH:10][CH2:11]1. The yield is 0.670. (5) The reactants are [CH3:1][O:2][CH2:3][CH2:4][O:5][CH2:6][CH2:7][O:8][CH2:9][CH2:10][O:11][CH2:12][CH2:13]O.C1C(=O)N([O:22][C:23]([O:25][N:26]2[C:31](=[O:32])[CH2:30][CH2:29][C:27]2=[O:28])=[O:24])C(=O)C1.C(N(CC)CC)C.C(OCC)(=O)C.CO. The catalyst is C(#N)C. The product is [CH3:1][O:2][CH2:3][CH2:4][O:5][CH2:6][CH2:7][O:8][CH2:9][CH2:10][O:11][CH2:12][CH2:13][O:22][C:23](=[O:24])[O:25][N:26]1[C:27](=[O:28])[CH2:29][CH2:30][C:31]1=[O:32]. The yield is 0.280. (6) The reactants are Cl[C:2]1[CH:7]=[C:6](Cl)[CH:5]=[CH:4][C:3]=1[N+:9]([O-:11])=[O:10].[CH3:12][NH2:13].[CH3:14][O-:15].[Na+].O. The catalyst is CN(C)C(=O)C. The product is [CH3:14][O:15][C:6]1[CH:5]=[CH:4][C:3]([N+:9]([O-:11])=[O:10])=[C:2]([NH:13][CH3:12])[CH:7]=1. The yield is 0.770. (7) The reactants are [NH2:1][C@@:2]1([CH3:30])[CH2:6][CH2:5][C@@H:4]([NH:7][C:8]2[C:9]3[N:10]([CH:17]=[C:18]([C:20]4[CH:21]=[N:22][C:23]([O:26][CH3:27])=[CH:24][CH:25]=4)[CH:19]=3)[N:11]=[CH:12][C:13]=2[C:14]([NH2:16])=[O:15])[C:3]1([CH3:29])[CH3:28].C(N(CC)C(C)C)(C)C.[CH3:40][S:41](Cl)(=[O:43])=[O:42]. The catalyst is CN(C1C=CN=CC=1)C.ClCCl. The product is [CH3:27][O:26][C:23]1[N:22]=[CH:21][C:20]([C:18]2[CH:19]=[C:9]3[C:8]([NH:7][C@@H:4]4[CH2:5][CH2:6][C@:2]([CH3:30])([NH:1][S:41]([CH3:40])(=[O:43])=[O:42])[C:3]4([CH3:29])[CH3:28])=[C:13]([C:14]([NH2:16])=[O:15])[CH:12]=[N:11][N:10]3[CH:17]=2)=[CH:25][CH:24]=1. The yield is 0.370.